This data is from Full USPTO retrosynthesis dataset with 1.9M reactions from patents (1976-2016). The task is: Predict the reactants needed to synthesize the given product. (1) Given the product [CH3:23][O:22][C:19]1[CH:20]=[C:21]2[C:16](=[CH:17][CH:18]=1)[N:15]=[CH:14][CH:13]=[C:12]2[C@@H:10]([OH:11])[CH2:9][N:6]1[CH2:7][CH2:8][CH:3]([NH:2][CH2:34][C:25]2[CH:26]=[CH:27][C:28]3[CH2:29][CH2:30][CH2:31][NH:32][C:33]=3[N:24]=2)[CH2:4][CH2:5]1, predict the reactants needed to synthesize it. The reactants are: Cl.[NH2:2][CH:3]1[CH2:8][CH2:7][N:6]([CH2:9][C@@H:10]([C:12]2[C:21]3[C:16](=[CH:17][CH:18]=[C:19]([O:22][CH3:23])[CH:20]=3)[N:15]=[CH:14][CH:13]=2)[OH:11])[CH2:5][CH2:4]1.[N:24]1[C:33]2[NH:32][CH2:31][CH2:30][CH2:29][C:28]=2[CH:27]=[CH:26][C:25]=1[CH:34]=O.C(N(CC)CC)C.[O-]S([O-])(=O)=O.[Na+].[Na+].[BH4-].[Na+]. (2) Given the product [Cl:21][C:22]1[CH:23]=[CH:24][C:25]([C:28]2[O:32][C:31]([CH:33]=[N:17][NH:16][C:15]3[C:10]([NH:9][C:6]4[CH:7]=[CH:8][C:3]([F:2])=[CH:4][CH:5]=4)=[N:11][C:12]4[C:13](=[N:18][O:19][N:20]=4)[N:14]=3)=[CH:30][CH:29]=2)=[CH:26][CH:27]=1, predict the reactants needed to synthesize it. The reactants are: Cl.[F:2][C:3]1[CH:8]=[CH:7][C:6]([NH:9][C:10]2[C:15]([NH:16][NH2:17])=[N:14][C:13]3=[N:18][O:19][N:20]=[C:12]3[N:11]=2)=[CH:5][CH:4]=1.[Cl:21][C:22]1[CH:27]=[CH:26][C:25]([C:28]2[O:32][C:31]([CH:33]=O)=[CH:30][CH:29]=2)=[CH:24][CH:23]=1. (3) Given the product [Br:1][C:2]1[CH:3]=[CH:4][C:5]([O:10][C:11]2[CH:16]=[CH:15][C:14]([F:17])=[CH:13][CH:12]=2)=[C:6]([CH:7]=[N:39][C:37]([O:46][Si:19]([CH3:26])([CH3:25])[CH3:18])=[CH2:38])[CH:9]=1, predict the reactants needed to synthesize it. The reactants are: [Br:1][C:2]1[CH:3]=[CH:4][C:5]([O:10][C:11]2[CH:16]=[CH:15][C:14]([F:17])=[CH:13][CH:12]=2)=[C:6]([CH:9]=1)[CH:7]=O.[CH3:18][Si:19]([CH3:26])([CH3:25])N[Si:19]([CH3:26])([CH3:25])[CH3:18].C([Li])CCC.C[Si](Cl)(C)C.[CH2:37]([N:39](CC)CC)[CH3:38].C(Cl)(=[O:46])C. (4) Given the product [N:28]1[NH:45][N:46]=[N:47][C:27]=1[CH2:26][CH2:25][CH2:24][CH2:23][CH2:22][O:21][C:14]1[C:15]([O:19][CH3:20])=[CH:16][CH:17]=[C:18]2[C:13]=1[O:12][C:11](=[O:29])[CH:10]=[C:9]2[NH:8][C:7]1[C:6]([Cl:30])=[CH:5][N:4]=[CH:3][C:2]=1[Cl:1], predict the reactants needed to synthesize it. The reactants are: [Cl:1][C:2]1[CH:3]=[N:4][CH:5]=[C:6]([Cl:30])[C:7]=1[NH:8][C:9]1[C:18]2[C:13](=[C:14]([O:21][CH2:22][CH2:23][CH2:24][CH2:25][CH2:26][C:27]#[N:28])[C:15]([O:19][CH3:20])=[CH:16][CH:17]=2)[O:12][C:11](=[O:29])[CH:10]=1.C([Sn](=O)CCCC)CCC.[Si]([N:45]=[N+:46]=[N-:47])(C)(C)C. (5) The reactants are: C1(OC)C=CC=CC=1.C(OC([N:16]1[C:24]2[C:19](=[CH:20][CH:21]=[CH:22][CH:23]=2)[C:18]([CH2:25][C@@H:26]2[CH2:31][N:30]3[CH2:32][C:33]([C:36]4[CH:41]=[CH:40][N:39]=[CH:38][CH:37]=4)=[CH:34][CH2:35][C@@H:29]3[CH2:28][N:27]2[C:42](=[O:57])[C:43]2[CH:48]=[C:47]([C:49]([F:52])([F:51])[F:50])[CH:46]=[C:45]([C:53]([F:56])([F:55])[F:54])[CH:44]=2)=[CH:17]1)=O)(C)(C)C.C(OC(N1C2C(=CC=CC=2)C(C[C@@H]2CN3C=C(C4C=CN=CC=4)CC[C@@H]3CN2C(=O)C2C=C(C(F)(F)F)C=C(C(F)(F)F)C=2)=C1)=O)(C)(C)C.FC(F)(F)C(O)=O. Given the product [F:56][C:53]([F:54])([F:55])[C:45]1[CH:44]=[C:43]([C:42]([N:27]2[C@H:26]([CH2:25][C:18]3[C:19]4[C:24](=[CH:23][CH:22]=[CH:21][CH:20]=4)[NH:16][CH:17]=3)[CH2:31][N:30]3[CH:32]=[C:33]([C:36]4[CH:37]=[CH:38][N:39]=[CH:40][CH:41]=4)[CH2:34][CH2:35][C@@H:29]3[CH2:28]2)=[O:57])[CH:48]=[C:47]([C:49]([F:50])([F:51])[F:52])[CH:46]=1, predict the reactants needed to synthesize it. (6) Given the product [CH3:1][C:2]1[CH:3]=[C:4]([CH:18]=[CH:19][C:20]=1[CH3:21])[C:5]([C:7]1[C:16](=[O:17])[C:15]2[C:10](=[CH:11][CH:12]=[CH:13][CH:14]=2)[N:9]([CH2:25][C:26]2[CH:31]=[CH:30][CH:29]=[C:28]([F:32])[N:27]=2)[CH:8]=1)=[O:6], predict the reactants needed to synthesize it. The reactants are: [CH3:1][C:2]1[CH:3]=[C:4]([CH:18]=[CH:19][C:20]=1[CH3:21])[C:5]([C:7]1[C:16](=[O:17])[C:15]2[C:10](=[CH:11][CH:12]=[CH:13][CH:14]=2)[NH:9][CH:8]=1)=[O:6].[H-].[Na+].Br[CH2:25][C:26]1[CH:31]=[CH:30][CH:29]=[C:28]([F:32])[N:27]=1. (7) Given the product [C:78]([CH:69]([NH:68][C:66]([C:64]1[NH:63][N:62]=[C:61]([CH2:60][CH2:59][NH:58][C:5](=[O:7])[C:4]2[CH:8]=[CH:9][C:10]([C:12]([F:15])([F:14])[F:13])=[CH:11][C:3]=2[O:2][CH3:1])[N:65]=1)=[O:67])[C:70]1[CH:75]=[CH:74][C:73]([CH2:76][CH3:77])=[CH:72][CH:71]=1)#[N:79], predict the reactants needed to synthesize it. The reactants are: [CH3:1][O:2][C:3]1[CH:11]=[C:10]([C:12]([F:15])([F:14])[F:13])[CH:9]=[CH:8][C:4]=1[C:5]([OH:7])=O.C[NH3+].F[P-](F)(F)(F)(F)F.N1(OC(N(C)C)=[N+](C)C)C2N=CC=CC=2N=N1.F[P-](F)(F)(F)(F)F.C(N(C(C)C)CC)(C)C.[NH2:58][CH2:59][CH2:60][C:61]1[N:65]=[C:64]([C:66]([NH:68][CH:69]([C:78]#[N:79])[C:70]2[CH:75]=[CH:74][C:73]([CH2:76][CH3:77])=[CH:72][CH:71]=2)=[O:67])[NH:63][N:62]=1.